This data is from Reaction yield outcomes from USPTO patents with 853,638 reactions. The task is: Predict the reaction yield, written as a fraction of the theoretical maximum amount of product (1.0 means a 100% yield; for example, 0.34 means a 34% yield). The reactants are [Cl:1][C:2]1[C:3]([NH:20][C@@H:21]([C:24]2[CH:29]=[CH:28][CH:27]=[CH:26][C:25]=2[F:30])[CH2:22][OH:23])=[N:4][C:5]([NH:8][C:9]2[CH:10]=[N:11][N:12]([CH2:14][C:15](OCC)=[O:16])[CH:13]=2)=[N:6][CH:7]=1.[NH3:31]. The catalyst is CO. The product is [Cl:1][C:2]1[C:3]([NH:20][C@@H:21]([C:24]2[CH:29]=[CH:28][CH:27]=[CH:26][C:25]=2[F:30])[CH2:22][OH:23])=[N:4][C:5]([NH:8][C:9]2[CH:10]=[N:11][N:12]([CH2:14][C:15]([NH2:31])=[O:16])[CH:13]=2)=[N:6][CH:7]=1. The yield is 0.940.